Dataset: Reaction yield outcomes from USPTO patents with 853,638 reactions. Task: Predict the reaction yield, written as a fraction of the theoretical maximum amount of product (1.0 means a 100% yield; for example, 0.34 means a 34% yield). (1) No catalyst specified. The yield is 0.480. The reactants are [NH2:1][C:2]1[CH:3]=[C:4]([C:8]2[C:16]([C:17]3[CH:22]=[CH:21][N:20]=[C:19]([NH:23][C:24]4[CH:29]=[CH:28][CH:27]=[C:26]([O:30][CH2:31][CH2:32][CH2:33][N:34]([CH3:36])[CH3:35])[CH:25]=4)[N:18]=3)=[C:11]3[CH:12]=[CH:13][CH:14]=[CH:15][N:10]3[N:9]=2)[CH:5]=[CH:6][CH:7]=1.[S:37]1[CH:41]=[CH:40][CH:39]=[C:38]1[CH2:42][C:43](Cl)=[O:44]. The product is [CH3:36][N:34]([CH3:35])[CH2:33][CH2:32][CH2:31][O:30][C:26]1[CH:25]=[C:24]([NH:23][C:19]2[N:18]=[C:17]([C:16]3[C:8]([C:4]4[CH:3]=[C:2]([NH:1][C:43](=[O:44])[CH2:42][C:38]5[S:37][CH:41]=[CH:40][CH:39]=5)[CH:7]=[CH:6][CH:5]=4)=[N:9][N:10]4[CH:15]=[CH:14][CH:13]=[CH:12][C:11]=34)[CH:22]=[CH:21][N:20]=2)[CH:29]=[CH:28][CH:27]=1. (2) The reactants are I[C:2]1[C:10]2[C:9]([N:11]3[CH2:15][CH2:14][CH2:13][C@H:12]3[C:16]3[N:21]([C:22]4[CH:27]=[CH:26][CH:25]=[CH:24][CH:23]=4)[C:20](=[O:28])[C:19]4=[CH:29][CH:30]=[CH:31][N:18]4[N:17]=3)=[N:8][CH:7]=[N:6][C:5]=2[N:4]([CH2:32][O:33][CH2:34][CH2:35][Si:36]([CH3:39])([CH3:38])[CH3:37])[CH:3]=1.[CH3:40][C:41]1(C)C(C)(C)OB(C=C)O1.C1C=CC(P(C2C=CC=CC=2)C2C=CC=CC=2)=CC=1.C([O-])([O-])=O.[Na+].[Na+]. The catalyst is CN(C=O)C.CCO.O.CC([O-])=O.CC([O-])=O.[Pd+2]. The product is [C:22]1([N:21]2[C:20](=[O:28])[C:19]3=[CH:29][CH:30]=[CH:31][N:18]3[N:17]=[C:16]2[C@@H:12]2[CH2:13][CH2:14][CH2:15][N:11]2[C:9]2[C:10]3[C:2]([CH:40]=[CH2:41])=[CH:3][N:4]([CH2:32][O:33][CH2:34][CH2:35][Si:36]([CH3:39])([CH3:38])[CH3:37])[C:5]=3[N:6]=[CH:7][N:8]=2)[CH:27]=[CH:26][CH:25]=[CH:24][CH:23]=1. The yield is 0.330.